This data is from CYP2C19 inhibition data for predicting drug metabolism from PubChem BioAssay. The task is: Regression/Classification. Given a drug SMILES string, predict its absorption, distribution, metabolism, or excretion properties. Task type varies by dataset: regression for continuous measurements (e.g., permeability, clearance, half-life) or binary classification for categorical outcomes (e.g., BBB penetration, CYP inhibition). Dataset: cyp2c19_veith. (1) The molecule is Nc1nnc(-c2cccc(Cl)c2Cl)c(N)n1. The result is 0 (non-inhibitor). (2) The molecule is Cc1noc(C)c1-c1nccc(N2CCNCC2)n1. The result is 0 (non-inhibitor). (3) The drug is O=C(CNC(=O)/C(=C\c1ccccc1)NC(=O)c1ccc(Br)cc1)OCc1ccccc1. The result is 1 (inhibitor). (4) The result is 1 (inhibitor). The drug is COc1ccc(OCCNS(=O)(=O)c2ccc3oc4ccccc4c3c2)cc1. (5) The molecule is COCCNc1ccnc(-c2ccccc2CN(C)C)n1. The result is 0 (non-inhibitor). (6) The drug is CCc1ccc(NC(=O)Cn2nc(C(F)(F)F)c3c2CCC3)cc1. The result is 1 (inhibitor).